From a dataset of Forward reaction prediction with 1.9M reactions from USPTO patents (1976-2016). Predict the product of the given reaction. (1) Given the reactants C([N:8]1[C:16]([CH3:18])([CH3:17])[C:15]2[C:10](=[CH:11][CH:12]=[C:13]([O:19][CH3:20])[CH:14]=2)[C:9]1([CH3:22])[CH3:21])C1C=CC=CC=1.[H][H], predict the reaction product. The product is: [CH3:20][O:19][C:13]1[CH:14]=[C:15]2[C:10](=[CH:11][CH:12]=1)[C:9]([CH3:22])([CH3:21])[NH:8][C:16]2([CH3:18])[CH3:17]. (2) Given the reactants [Br:1][C:2]1[CH:7]=[CH:6][C:5]([C:8](=[NH:10])[O-:9])=[CH:4][CH:3]=1.[CH2:11](N(CC)CC)[CH3:12].[Br:18][C:19]1[CH:27]=[CH:26][C:22]([C:23](Cl)=[O:24])=[CH:21][CH:20]=1, predict the reaction product. The product is: [Br:1][C:2]1[CH:7]=[CH:6][C:5]([C:8](/[N:10]=[C:23](/[C:22]2[CH:26]=[CH:27][C:19]([Br:18])=[CH:20][CH:21]=2)\[O:24][CH2:11][CH3:12])=[O:9])=[CH:4][CH:3]=1.